This data is from Forward reaction prediction with 1.9M reactions from USPTO patents (1976-2016). The task is: Predict the product of the given reaction. (1) Given the reactants [Br:1][C:2]1[CH:3]=[CH:4][C:5]2[N:6]([CH:13]=1)[C:7](=[O:12])[CH:8]=[C:9](Cl)[N:10]=2.[N:14]1([C:20]([O:22][C:23]([CH3:26])([CH3:25])[CH3:24])=[O:21])[CH2:19][CH2:18][NH:17][CH2:16][CH2:15]1.C(N(CC)CC)C, predict the reaction product. The product is: [Br:1][C:2]1[CH:3]=[CH:4][C:5]2[N:6]([CH:13]=1)[C:7](=[O:12])[CH:8]=[C:9]([N:17]1[CH2:16][CH2:15][N:14]([C:20]([O:22][C:23]([CH3:26])([CH3:25])[CH3:24])=[O:21])[CH2:19][CH2:18]1)[N:10]=2. (2) Given the reactants [O:1]([C:8]1[CH:13]=[CH:12][C:11]([C:14]2[C:25]([C:26]([NH2:28])=[O:27])=[C:17]3[NH:18][C:19]4[CH2:24][CH2:23][NH:22][CH2:21][C:20]=4[N:16]3[N:15]=2)=[CH:10][CH:9]=1)[C:2]1[CH:7]=[CH:6][CH:5]=[CH:4][CH:3]=1.[C:29](O)(=[O:33])[CH:30]=[CH:31][CH3:32], predict the reaction product. The product is: [C:29]([N:22]1[CH2:23][CH2:24][C:19]2[NH:18][C:17]3[N:16]([N:15]=[C:14]([C:11]4[CH:10]=[CH:9][C:8]([O:1][C:2]5[CH:7]=[CH:6][CH:5]=[CH:4][CH:3]=5)=[CH:13][CH:12]=4)[C:25]=3[C:26]([NH2:28])=[O:27])[C:20]=2[CH2:21]1)(=[O:33])[CH:30]=[CH:31][CH3:32]. (3) Given the reactants [CH:1](=O)[C:2]1[CH:7]=[CH:6][C:5]([O:8][CH3:9])=[CH:4][CH:3]=1.[NH2:11][C:12]1[N:13]=[N:14][C:15]([CH3:18])=[CH:16][CH:17]=1.C([O:21][C:22](=O)[C:23]([OH:39])=[CH:24][C:25]([C:27]1[CH:32]=[CH:31][C:30]([N:33]2[CH2:38][CH2:37][O:36][CH2:35][CH2:34]2)=[CH:29][CH:28]=1)=[O:26])C, predict the reaction product. The product is: [OH:39][C:23]1[C:22](=[O:21])[N:11]([C:12]2[N:13]=[N:14][C:15]([CH3:18])=[CH:16][CH:17]=2)[CH:1]([C:2]2[CH:7]=[CH:6][C:5]([O:8][CH3:9])=[CH:4][CH:3]=2)[C:24]=1[C:25](=[O:26])[C:27]1[CH:28]=[CH:29][C:30]([N:33]2[CH2:34][CH2:35][O:36][CH2:37][CH2:38]2)=[CH:31][CH:32]=1.